From a dataset of Reaction yield outcomes from USPTO patents with 853,638 reactions. Predict the reaction yield, written as a fraction of the theoretical maximum amount of product (1.0 means a 100% yield; for example, 0.34 means a 34% yield). (1) The reactants are [CH2:1]([O:3][C:4](=[O:20])[C:5]1[CH:10]=[C:9]([O:11][C:12]([F:15])([F:14])[F:13])[C:8](Br)=[CH:7][C:6]=1[N+:17]([O-:19])=[O:18])[CH3:2].[C:21]([O:25][C:26]([NH:28][C@@H:29]1[CH2:33][CH2:32][N:31]([CH2:34][B-](F)(F)F)[CH2:30]1)=[O:27])([CH3:24])([CH3:23])[CH3:22].[K+].C(=O)([O-])[O-].[K+].[K+]. The catalyst is C1(C)C=CC=CC=1.O.C([O-])(=O)C.[Pd+2].C([O-])(=O)C. The product is [CH2:1]([O:3][C:4](=[O:20])[C:5]1[CH:10]=[C:9]([O:11][C:12]([F:15])([F:14])[F:13])[C:8]([CH2:34][N:31]2[CH2:32][CH2:33][C@@H:29]([NH:28][C:26]([O:25][C:21]([CH3:24])([CH3:23])[CH3:22])=[O:27])[CH2:30]2)=[CH:7][C:6]=1[N+:17]([O-:19])=[O:18])[CH3:2]. The yield is 0.850. (2) The reactants are [NH2:1][C:2]1[S:6][C:5]2[CH2:7][CH2:8][CH2:9][CH2:10][C:4]=2[C:3]=1[C:11]([C:13]1[CH:21]=[CH:20][C:16]2[O:17][CH2:18][O:19][C:15]=2[CH:14]=1)=O.[C:22]([O:29][CH3:30])(=[O:28])[CH2:23][CH2:24][C:25]([CH3:27])=O.Cl[Si](C)(C)C. The catalyst is CN(C=O)C. The product is [CH3:30][O:29][C:22](=[O:28])[CH2:23][C:24]1[C:11]([C:13]2[CH:21]=[CH:20][C:16]3[O:17][CH2:18][O:19][C:15]=3[CH:14]=2)=[C:3]2[C:4]3[CH2:10][CH2:9][CH2:8][CH2:7][C:5]=3[S:6][C:2]2=[N:1][C:25]=1[CH3:27]. The yield is 0.830. (3) The reactants are [Cl:1][C:2]1[CH:7]=[C:6]([Cl:8])[CH:5]=[C:4]([Cl:9])[C:3]=1[C:10]1[C:18]2[O:17][CH:16]([CH2:19][OH:20])[CH2:15][C:14]=2[CH:13]=[CH:12][CH:11]=1.[C:21]1([CH3:31])[CH:26]=[CH:25][C:24]([S:27](Cl)(=[O:29])=[O:28])=[CH:23][CH:22]=1.CC1C=CC(S(OCC2CC3C(C(F)(F)F)=CC=C(Cl)C=3O2)(=O)=O)=CC=1. No catalyst specified. The product is [CH3:31][C:21]1[CH:26]=[CH:25][C:24]([S:27]([O:20][CH2:19][CH:16]2[CH2:15][C:14]3[CH:13]=[CH:12][CH:11]=[C:10]([C:3]4[C:4]([Cl:9])=[CH:5][C:6]([Cl:8])=[CH:7][C:2]=4[Cl:1])[C:18]=3[O:17]2)(=[O:29])=[O:28])=[CH:23][CH:22]=1. The yield is 0.680. (4) The reactants are [Cl:1][C:2]1[N:7]=[C:6]2[S:8][C:9]([N:11]=[C:12](SC)SC)=[N:10][C:5]2=[CH:4][CH:3]=1.Cl.Cl.[NH2:19][CH2:20][C@@:21]1([OH:29])[CH:26]2[CH2:27][CH2:28][N:23]([CH2:24][CH2:25]2)[CH2:22]1.C(=O)([O-])[O-].[Cs+].[Cs+].O. The catalyst is CN(C=O)C. The product is [Cl:1][C:2]1[N:7]=[C:6]2[S:8][C:9]([NH:11][C:12]3[O:29][C@:21]4([CH2:20][N:19]=3)[CH:26]3[CH2:27][CH2:28][N:23]([CH2:24][CH2:25]3)[CH2:22]4)=[N:10][C:5]2=[CH:4][CH:3]=1. The yield is 0.510. (5) The reactants are [Br:1][C:2]1[CH:7]=[CH:6][C:5]([CH:8]2[NH:12][C:11]3([CH2:16][CH2:15][CH2:14][CH2:13]3)[NH:10][C:9]2=[O:17])=[CH:4][CH:3]=1.BrN1C(=O)CCC1=O.C(=O)([O-])O.[Na+]. The catalyst is C(Cl)Cl. The product is [Br:1][C:2]1[CH:3]=[CH:4][C:5]([C:8]2[C:9](=[O:17])[NH:10][C:11]3([CH2:16][CH2:15][CH2:14][CH2:13]3)[N:12]=2)=[CH:6][CH:7]=1. The yield is 0.940. (6) The reactants are [CH3:1][N:2]([C@@H:10]([CH3:31])[C:11](=[O:30])[NH:12][CH:13]1[C:19]2([CH2:24][CH2:23][O:22][CH2:21][CH2:20]2)[O:18][C:17]2[CH:25]=[CH:26][CH:27]=[CH:28][C:16]=2[NH:15][C:14]1=[O:29])[C:3](=[O:9])[O:4][C:5]([CH3:8])([CH3:7])[CH3:6].Br[CH2:33][C:34]1[C:38]2[CH:39]=[CH:40][CH:41]=[CH:42][C:37]=2[O:36][N:35]=1.C([O-])([O-])=O.[Cs+].[Cs+].[Na+].[I-]. The catalyst is CN(C=O)C.CCOC(C)=O. The product is [O:36]1[C:37]2[CH:42]=[CH:41][CH:40]=[CH:39][C:38]=2[C:34]([CH2:33][N:15]2[C:14](=[O:29])[C@@H:13]([NH:12][C:11](=[O:30])[C@@H:10]([N:2]([CH3:1])[C:3](=[O:9])[O:4][C:5]([CH3:8])([CH3:6])[CH3:7])[CH3:31])[C:19]3([CH2:20][CH2:21][O:22][CH2:23][CH2:24]3)[O:18][C:17]3[CH:25]=[CH:26][CH:27]=[CH:28][C:16]2=3)=[N:35]1. The yield is 0.270. (7) The reactants are [F:1][C:2]1[CH:3]=[C:4]([N:8]2[C:16]3[C:11](=[CH:12][CH:13]=[CH:14][CH:15]=3)[CH:10]=[C:9]2[C:17](N(OC)C)=[O:18])[CH:5]=[CH:6][CH:7]=1.[CH3:23][Mg]Br.CCOCC. The catalyst is O1CCCC1. The product is [F:1][C:2]1[CH:3]=[C:4]([N:8]2[C:16]3[C:11](=[CH:12][CH:13]=[CH:14][CH:15]=3)[CH:10]=[C:9]2[C:17](=[O:18])[CH3:23])[CH:5]=[CH:6][CH:7]=1. The yield is 0.910. (8) The reactants are [NH2:1][C:2]1[CH:3]=[C:4]([C:23]2[CH:28]=[CH:27][CH:26]=[C:25]([F:29])[CH:24]=2)[CH:5]=[CH:6][C:7]=1[C:8]([NH:10][C@H:11]([C:19]([O:21][CH3:22])=[O:20])[C@@H:12]([CH3:18])[O:13][C:14]([CH3:17])([CH3:16])[CH3:15])=[O:9].[CH:30]1([C:33]2[CH:34]=[C:35]([CH3:43])[C:36]([N:40]=[C:41]=[O:42])=[C:37]([CH3:39])[CH:38]=2)[CH2:32][CH2:31]1.C(N(CC)CC)C.[N-]=C=O. The catalyst is CN(C=O)C. The product is [CH:30]1([C:33]2[CH:34]=[C:35]([CH3:43])[C:36]([NH:40][C:41]([NH:1][C:2]3[CH:3]=[C:4]([C:23]4[CH:28]=[CH:27][CH:26]=[C:25]([F:29])[CH:24]=4)[CH:5]=[CH:6][C:7]=3[C:8]([NH:10][C@H:11]([C:19]([O:21][CH3:22])=[O:20])[C@@H:12]([CH3:18])[O:13][C:14]([CH3:17])([CH3:15])[CH3:16])=[O:9])=[O:42])=[C:37]([CH3:39])[CH:38]=2)[CH2:31][CH2:32]1. The yield is 0.650. (9) The reactants are [F:1][C:2]1[CH:3]=[CH:4][C:5]([S:10][C:11]2[C:16]([N+:17]([O-])=O)=[CH:15][CH:14]=[CH:13][C:12]=2[CH2:20][OH:21])=[C:6]([CH2:8][OH:9])[CH:7]=1.C(O)(=O)C. The product is [NH2:17][C:16]1[C:11]([S:10][C:5]2[CH:4]=[CH:3][C:2]([F:1])=[CH:7][C:6]=2[CH2:8][OH:9])=[C:12]([CH2:20][OH:21])[CH:13]=[CH:14][CH:15]=1. The yield is 0.830. The catalyst is CO.Cl.[Zn]. (10) The reactants are [CH3:1][O:2][C:3]1[CH:4]=[C:5]2[C:10](=[CH:11][C:12]=1[O:13][CH3:14])[N:9]=[CH:8][CH:7]=[C:6]2[O:15][C:16]1[C:22]([CH3:23])=[CH:21][C:19]([NH2:20])=[C:18]([CH3:24])[CH:17]=1.C1(C)C=CC=CC=1.C(N(CC)CC)C.Cl[C:40](Cl)([O:42][C:43](=[O:49])OC(Cl)(Cl)Cl)Cl.[F:51][C:52]([F:62])([F:61])[C:53]1[CH:60]=[CH:59][C:56](CO)=[CH:55][CH:54]=1. The catalyst is C(Cl)Cl. The product is [CH3:1][O:2][C:3]1[CH:4]=[C:5]2[C:10](=[CH:11][C:12]=1[O:13][CH3:14])[N:9]=[CH:8][CH:7]=[C:6]2[O:15][C:16]1[C:22]([CH3:23])=[CH:21][C:19]([NH:20][C:43](=[O:49])[O:42][CH2:40][C:56]2[CH:59]=[CH:60][C:53]([C:52]([F:62])([F:61])[F:51])=[CH:54][CH:55]=2)=[C:18]([CH3:24])[CH:17]=1. The yield is 0.480.